The task is: Predict the reaction yield, written as a fraction of the theoretical maximum amount of product (1.0 means a 100% yield; for example, 0.34 means a 34% yield).. This data is from Buchwald-Hartwig C-N cross coupling reaction yields with 55,370 reactions. The reactants are Ic1ccccn1.Cc1ccc(N)cc1.O=S(=O)(O[Pd]1c2ccccc2-c2ccccc2N~1)C(F)(F)F.CC(C)c1cc(C(C)C)c(-c2ccccc2P(C(C)(C)C)C(C)(C)C)c(C(C)C)c1.CCN=P(N=P(N(C)C)(N(C)C)N(C)C)(N(C)C)N(C)C.Cc1cc(C)on1. No catalyst specified. The product is Cc1ccc(Nc2ccccn2)cc1. The yield is 0.704.